From a dataset of NCI-60 drug combinations with 297,098 pairs across 59 cell lines. Regression. Given two drug SMILES strings and cell line genomic features, predict the synergy score measuring deviation from expected non-interaction effect. Drug 1: CCC(=C(C1=CC=CC=C1)C2=CC=C(C=C2)OCCN(C)C)C3=CC=CC=C3.C(C(=O)O)C(CC(=O)O)(C(=O)O)O. Drug 2: C1=CC=C(C(=C1)C(C2=CC=C(C=C2)Cl)C(Cl)Cl)Cl. Cell line: UACC-257. Synergy scores: CSS=6.43, Synergy_ZIP=-3.56, Synergy_Bliss=-2.53, Synergy_Loewe=-8.94, Synergy_HSA=-3.24.